Dataset: Forward reaction prediction with 1.9M reactions from USPTO patents (1976-2016). Task: Predict the product of the given reaction. Given the reactants [OH:1][CH2:2][CH:3]([CH2:5][OH:6])[OH:4].[CH2:7]=[CH:8][CH:9]=[CH2:10], predict the reaction product. The product is: [CH2:2]([O:1][CH:7]=[CH:8][CH:9]=[CH:10][CH2:7][CH2:8][CH2:9][CH3:10])[CH:3]([CH2:5][OH:6])[OH:4].